Task: Regression. Given two drug SMILES strings and cell line genomic features, predict the synergy score measuring deviation from expected non-interaction effect.. Dataset: NCI-60 drug combinations with 297,098 pairs across 59 cell lines (1) Drug 1: CC1OCC2C(O1)C(C(C(O2)OC3C4COC(=O)C4C(C5=CC6=C(C=C35)OCO6)C7=CC(=C(C(=C7)OC)O)OC)O)O. Drug 2: CC1CCCC2(C(O2)CC(NC(=O)CC(C(C(=O)C(C1O)C)(C)C)O)C(=CC3=CSC(=N3)C)C)C. Cell line: SK-OV-3. Synergy scores: CSS=7.11, Synergy_ZIP=-6.19, Synergy_Bliss=-3.65, Synergy_Loewe=-1.60, Synergy_HSA=-1.68. (2) Drug 1: CC1=CC=C(C=C1)C2=CC(=NN2C3=CC=C(C=C3)S(=O)(=O)N)C(F)(F)F. Drug 2: CC1C(C(CC(O1)OC2CC(OC(C2O)C)OC3=CC4=CC5=C(C(=O)C(C(C5)C(C(=O)C(C(C)O)O)OC)OC6CC(C(C(O6)C)O)OC7CC(C(C(O7)C)O)OC8CC(C(C(O8)C)O)(C)O)C(=C4C(=C3C)O)O)O)O. Cell line: COLO 205. Synergy scores: CSS=44.1, Synergy_ZIP=7.61, Synergy_Bliss=8.31, Synergy_Loewe=-29.1, Synergy_HSA=3.78.